Dataset: Catalyst prediction with 721,799 reactions and 888 catalyst types from USPTO. Task: Predict which catalyst facilitates the given reaction. (1) Reactant: [C:1](Cl)([O:3][CH2:4][C:5]1[CH:10]=[CH:9][CH:8]=[CH:7][CH:6]=1)=[O:2].[I:12][C:13]1[CH:14]=[N:15][NH:16][CH:17]=1.CCN(CC)CC. Product: [CH2:4]([O:3][C:1]([N:15]1[CH:14]=[C:13]([I:12])[CH:17]=[N:16]1)=[O:2])[C:5]1[CH:10]=[CH:9][CH:8]=[CH:7][CH:6]=1. The catalyst class is: 11. (2) Reactant: [Cl:1][C:2]1[C:18]([Cl:19])=[CH:17][C:5]2[N:6]([CH2:9][CH:10]([OH:16])[CH2:11][C:12]([CH3:15])([CH3:14])[CH3:13])[CH:7]=[N:8][C:4]=2[CH:3]=1.C(Cl)Cl.Cl[C:24]([O:26][C:27]1[CH:32]=[CH:31][C:30]([N+:33]([O-:35])=[O:34])=[CH:29][CH:28]=1)=[O:25]. Product: [C:24](=[O:25])([O:26][C:27]1[CH:28]=[CH:29][C:30]([N+:33]([O-:35])=[O:34])=[CH:31][CH:32]=1)[O:16][CH:10]([CH2:9][N:6]1[C:5]2[CH:17]=[C:18]([Cl:19])[C:2]([Cl:1])=[CH:3][C:4]=2[N:8]=[CH:7]1)[CH2:11][C:12]([CH3:15])([CH3:14])[CH3:13]. The catalyst class is: 300. (3) Reactant: [Cl:1][C:2]1[N:3]=[C:4](Cl)[C:5]2[S:10][CH:9]=[CH:8][C:6]=2[N:7]=1.[NH:12]1[CH2:17][CH2:16][O:15][CH2:14][CH2:13]1. Product: [Cl:1][C:2]1[N:3]=[C:4]([N:12]2[CH2:17][CH2:16][O:15][CH2:14][CH2:13]2)[C:5]2[S:10][CH:9]=[CH:8][C:6]=2[N:7]=1. The catalyst class is: 5. (4) Reactant: CN(C)C=O.Cl[CH2:7][CH2:8][O:9][C:10]1[CH:19]=[C:18]2[C:13]([C:14]([O:20][C:21]3[CH:26]=[CH:25][C:24]([NH:27][C:28]([NH:30][CH2:31][CH2:32][C:33]([CH3:36])([CH3:35])[CH3:34])=[O:29])=[C:23]([F:37])[CH:22]=3)=[CH:15][CH:16]=[N:17]2)=[CH:12][C:11]=1[O:38][CH3:39].C(=O)([O-])[O-].[K+].[K+].[NH:46]1[CH2:51][CH2:50][CH2:49][CH2:48][CH2:47]1. Product: [CH3:35][C:33]([CH3:36])([CH3:34])[CH2:32][CH2:31][NH:30][C:28]([NH:27][C:24]1[CH:25]=[CH:26][C:21]([O:20][C:14]2[C:13]3[C:18](=[CH:19][C:10]([O:9][CH2:8][CH2:7][N:46]4[CH2:51][CH2:50][CH2:49][CH2:48][CH2:47]4)=[C:11]([O:38][CH3:39])[CH:12]=3)[N:17]=[CH:16][CH:15]=2)=[CH:22][C:23]=1[F:37])=[O:29]. The catalyst class is: 84. (5) Reactant: [CH2:1]([C:6]1[CH:7]=[C:8]2[C:13](=[C:14]([O:16][CH:17]3[CH2:22][CH2:21][N:20](C(OC(C)(C)C)=O)[CH2:19][CH2:18]3)[CH:15]=1)[N:12]=[CH:11][CH:10]=[CH:9]2)[CH2:2][CH2:3][CH2:4][CH3:5].Cl. Product: [CH2:1]([C:6]1[CH:7]=[C:8]2[C:13](=[C:14]([O:16][CH:17]3[CH2:22][CH2:21][NH:20][CH2:19][CH2:18]3)[CH:15]=1)[N:12]=[CH:11][CH:10]=[CH:9]2)[CH2:2][CH2:3][CH2:4][CH3:5]. The catalyst class is: 12. (6) Reactant: [Cl:1][CH2:2][CH2:3][CH2:4][C:5](Cl)=[O:6].[CH3:8][C@@:9]12[C@H:19]3[C@@H:20]([OH:33])[CH2:21][C@:22]4([CH3:32])[C@@:26]([OH:31])([C:27]([CH2:29][OH:30])=[O:28])[CH2:25][CH2:24][C@H:23]4[C@@H:18]3[CH2:17][CH2:16][C:15]1=[CH:14][C:12](=[O:13])[CH2:11][CH2:10]2. Product: [CH3:8][C@@:9]12[C@H:19]3[C@@H:20]([OH:33])[CH2:21][C@:22]4([CH3:32])[C@@:26]([OH:31])([C:27]([CH2:29][OH:30])=[O:28])[CH2:25][CH2:24][C@H:23]4[C@@H:18]3[CH2:17][CH2:16][C:15]1=[CH:14][C:12](=[O:13])[CH2:11][CH2:10]2.[Cl:1][CH2:2][CH2:3][CH2:4][C:5]([O-:6])=[O:13]. The catalyst class is: 66. (7) Reactant: O=[C:2]1[CH2:7][CH2:6][N:5]([C:8]([O:10][C:11]([CH3:14])([CH3:13])[CH3:12])=[O:9])[CH2:4][CH2:3]1.[CH2:15]([NH:17][CH2:18][CH3:19])[CH3:16]. Product: [CH2:15]([N:17]([CH2:18][CH3:19])[CH:2]1[CH2:7][CH2:6][N:5]([C:8]([O:10][C:11]([CH3:14])([CH3:13])[CH3:12])=[O:9])[CH2:4][CH2:3]1)[CH3:16]. The catalyst class is: 19.